This data is from Full USPTO retrosynthesis dataset with 1.9M reactions from patents (1976-2016). The task is: Predict the reactants needed to synthesize the given product. (1) Given the product [CH3:10][O:9][C:7]1[CH:6]=[C:5]([NH:11][C:12]2[C:13]([NH:22][S:23]([C:26]3[CH:34]=[CH:33][C:29]([C:30]([N:70]4[CH2:71][CH2:72][N:67]([CH3:66])[CH2:68][CH2:69]4)=[O:31])=[CH:28][CH:27]=3)(=[O:25])=[O:24])=[N:14][C:15]3[C:20]([N:21]=2)=[CH:19][CH:18]=[CH:17][CH:16]=3)[CH:4]=[C:3]([O:2][CH3:1])[CH:8]=1, predict the reactants needed to synthesize it. The reactants are: [CH3:1][O:2][C:3]1[CH:4]=[C:5]([NH:11][C:12]2[C:13]([NH:22][S:23]([C:26]3[CH:34]=[CH:33][C:29]([C:30](O)=[O:31])=[CH:28][CH:27]=3)(=[O:25])=[O:24])=[N:14][C:15]3[C:20]([N:21]=2)=[CH:19][CH:18]=[CH:17][CH:16]=3)[CH:6]=[C:7]([O:9][CH3:10])[CH:8]=1.CCN=C=NCCCN(C)C.Cl.C1C=CC2N(O)N=NC=2C=1.CCN(C(C)C)C(C)C.[CH3:66][N:67]1[CH2:72][CH2:71][NH:70][CH2:69][CH2:68]1. (2) Given the product [Cl:1][C:2]1[CH:3]=[CH:4][CH:5]=[C:6]2[C:11]=1[N:10]=[CH:9][C:8]([S:32][C:28]1[CH:29]=[CH:30][CH:31]=[C:26]([F:25])[CH:27]=1)=[CH:7]2, predict the reactants needed to synthesize it. The reactants are: [Cl:1][C:2]1[CH:3]=[CH:4][CH:5]=[C:6]2[C:11]=1[N:10]=[CH:9][C:8](I)=[CH:7]2.[O-]P([O-])([O-])=O.[K+].[K+].[K+].C(O)CO.[F:25][C:26]1[CH:27]=[C:28]([SH:32])[CH:29]=[CH:30][CH:31]=1. (3) Given the product [C:18]([C:22]1[CH:26]=[C:25]([NH:43][C:46]([NH:48][C:49]2[C:58]3[C:53](=[CH:54][CH:55]=[CH:56][CH:57]=3)[C:52]([O:59][C:60]3[CH:65]=[CH:64][N:63]=[C:62]([NH:66][C:67]4[CH:68]=[CH:69][CH:70]=[CH:71][CH:72]=4)[N:61]=3)=[CH:51][CH:50]=2)=[O:8])[N:24]([C:30]2[CH:35]=[CH:34][CH:33]=[C:32]([CH2:36][P:37]([CH3:39])([CH3:40])=[O:38])[CH:31]=2)[N:23]=1)([CH3:19])([CH3:20])[CH3:21], predict the reactants needed to synthesize it. The reactants are: C1C=CC(P(N=[N+]=[N-])(C2C=CC=CC=2)=[O:8])=CC=1.[C:18]([C:22]1[CH:26]=[C:25](C(O)=O)[N:24]([C:30]2[CH:35]=[CH:34][CH:33]=[C:32]([CH2:36][P:37]([CH3:40])([CH3:39])=[O:38])[CH:31]=2)[N:23]=1)([CH3:21])([CH3:20])[CH3:19].CC[N:43]([CH2:46]C)CC.[NH2:48][C:49]1[C:58]2[C:53](=[CH:54][CH:55]=[CH:56][CH:57]=2)[C:52]([O:59][C:60]2[CH:65]=[CH:64][N:63]=[C:62]([NH:66][C:67]3[CH:72]=[CH:71][CH:70]=[CH:69][CH:68]=3)[N:61]=2)=[CH:51][CH:50]=1. (4) The reactants are: Br[CH2:2][C:3]1[C:24]([C:25]([F:28])([F:27])[F:26])=[CH:23][C:6]([C:7]([NH:9][CH2:10][C:11]2[CH:16]=[C:15]([Cl:17])[CH:14]=[CH:13][C:12]=2[S:18]([CH2:21][CH3:22])(=[O:20])=[O:19])=[O:8])=[CH:5][C:4]=1[Cl:29].[NH:30]1[CH2:35][CH2:34][CH2:33][C@H:32]([CH2:36][CH2:37][NH:38][C:39](=[O:48])[O:40][CH2:41][C:42]2[CH:47]=[CH:46][CH:45]=[CH:44][CH:43]=2)[CH2:31]1. Given the product [Cl:29][C:4]1[CH:5]=[C:6]([C:7](=[O:8])[NH:9][CH2:10][C:11]2[CH:16]=[C:15]([Cl:17])[CH:14]=[CH:13][C:12]=2[S:18]([CH2:21][CH3:22])(=[O:20])=[O:19])[CH:23]=[C:24]([C:25]([F:26])([F:28])[F:27])[C:3]=1[CH2:2][N:30]1[CH2:35][CH2:34][CH2:33][C@H:32]([CH2:36][CH2:37][NH:38][C:39](=[O:48])[O:40][CH2:41][C:42]2[CH:47]=[CH:46][CH:45]=[CH:44][CH:43]=2)[CH2:31]1, predict the reactants needed to synthesize it. (5) Given the product [CH2:26]([O:28][C:29]1[CH:35]=[CH:34][CH:33]=[CH:32][C:30]=1[NH:31][C:2]1[C:11]2=[N:12][NH:13][CH:14]=[C:10]2[C:9]2[CH:8]=[C:7]([O:24][CH3:25])[CH:6]=[CH:5][C:4]=2[N:3]=1)[CH3:27], predict the reactants needed to synthesize it. The reactants are: Cl[C:2]1[C:11]2=[N:12][N:13](CC3C=CC(OC)=CC=3)[CH:14]=[C:10]2[C:9]2[CH:8]=[C:7]([O:24][CH3:25])[CH:6]=[CH:5][C:4]=2[N:3]=1.[CH2:26]([O:28][C:29]1[CH:35]=[CH:34][CH:33]=[CH:32][C:30]=1[NH2:31])[CH3:27].Cl. (6) Given the product [Cl:14][C:15]1[CH:21]=[CH:20][C:18]([N:19]([CH2:2][C:3]2[C:12]3[C:7](=[CH:8][CH:9]=[CH:10][CH:11]=3)[NH:6][C:5](=[O:13])[CH:4]=2)[C:27]([C:23]2[O:22][CH:26]=[CH:25][CH:24]=2)=[O:28])=[CH:17][CH:16]=1, predict the reactants needed to synthesize it. The reactants are: Br[CH2:2][C:3]1[C:12]2[C:7](=[CH:8][CH:9]=[CH:10][CH:11]=2)[NH:6][C:5](=[O:13])[CH:4]=1.[Cl:14][C:15]1[CH:21]=[CH:20][C:18]([NH2:19])=[CH:17][CH:16]=1.[O:22]1[CH:26]=[CH:25][CH:24]=[C:23]1[C:27](Cl)=[O:28]. (7) Given the product [Cl:1][C:2]1[CH:7]=[CH:6][C:5]([C:8]2[N:34]=[C:11]([CH:13]3[O:18][CH2:17][CH2:16][N:15]([CH2:19][C:20]4[CH:25]=[CH:24][CH:23]=[CH:22][CH:21]=4)[CH2:14]3)[NH:10][CH:9]=2)=[CH:4][CH:3]=1, predict the reactants needed to synthesize it. The reactants are: [Cl:1][C:2]1[CH:7]=[CH:6][C:5]([C:8](=O)[CH2:9][NH:10][C:11]([CH:13]2[O:18][CH2:17][CH2:16][N:15]([CH2:19][C:20]3[CH:25]=[CH:24][CH:23]=[CH:22][CH:21]=3)[CH2:14]2)=O)=[CH:4][CH:3]=1.FC(F)(F)C([O-])=O.[NH4+:34].O. (8) Given the product [Cl:1][C:2]1[CH:3]=[N:4][C:5]2[N:6]([N:8]=[C:9]([C:11]([N:20]3[CH2:19][CH2:18][N:17]4[C:21]([C:24]5[CH:29]=[CH:28][CH:27]=[CH:26][N:25]=5)=[CH:22][CH:23]=[C:16]4[CH:15]3[CH3:14])=[O:13])[CH:10]=2)[CH:7]=1, predict the reactants needed to synthesize it. The reactants are: [Cl:1][C:2]1[CH:3]=[N:4][C:5]2[N:6]([N:8]=[C:9]([C:11]([OH:13])=O)[CH:10]=2)[CH:7]=1.[CH3:14][CH:15]1[NH:20][CH2:19][CH2:18][N:17]2[C:21]([C:24]3[CH:29]=[CH:28][CH:27]=[CH:26][N:25]=3)=[CH:22][CH:23]=[C:16]12. (9) Given the product [CH2:47]([O:46][C:44]1[CH:43]=[C:42]([O:49][CH:50]([CH3:51])[CH3:52])[C:41]([F:53])=[C:40]([CH:26]([C:4]2[N:5]([C:7]([C:8]3[CH:9]=[CH:10][CH:11]=[CH:12][CH:13]=3)([C:14]3[CH:19]=[CH:18][CH:17]=[CH:16][CH:15]=3)[C:20]3[CH:25]=[CH:24][CH:23]=[CH:22][CH:21]=3)[CH:6]=[C:2]([C:57]3[CH:58]=[CH:59][CH:60]=[CH:61][C:56]=3[S:55][CH3:54])[N:3]=2)[NH:27][C:28]2[CH:33]=[CH:32][C:31]([C:34]3[N:38]=[C:37]([CH3:39])[O:36][N:35]=3)=[CH:30][CH:29]=2)[CH:45]=1)[CH3:48], predict the reactants needed to synthesize it. The reactants are: Br[C:2]1[N:3]=[C:4]([CH:26]([C:40]2[CH:45]=[C:44]([O:46][CH2:47][CH3:48])[CH:43]=[C:42]([O:49][CH:50]([CH3:52])[CH3:51])[C:41]=2[F:53])[NH:27][C:28]2[CH:33]=[CH:32][C:31]([C:34]3[N:38]=[C:37]([CH3:39])[O:36][N:35]=3)=[CH:30][CH:29]=2)[N:5]([C:7]([C:20]2[CH:25]=[CH:24][CH:23]=[CH:22][CH:21]=2)([C:14]2[CH:19]=[CH:18][CH:17]=[CH:16][CH:15]=2)[C:8]2[CH:13]=[CH:12][CH:11]=[CH:10][CH:9]=2)[CH:6]=1.[CH3:54][S:55][C:56]1[CH:61]=[CH:60][CH:59]=[CH:58][C:57]=1B(O)O.C([O-])([O-])=O.[Na+].[Na+]. (10) Given the product [CH3:38][C:13]1[CH:14]=[C:15]([CH2:19][CH2:20][C:21](=[O:37])[C:22]2[S:23][C:24]([C:27]3[CH:28]=[CH:29][C:30]([C:33]([F:36])([F:35])[F:34])=[CH:31][CH:32]=3)=[CH:25][CH:26]=2)[CH:16]=[C:17]([CH3:18])[C:12]=1[O:11][C:6]([CH3:10])([CH3:5])[C:7]([OH:9])=[O:8], predict the reactants needed to synthesize it. The reactants are: C([CH2:5][C:6]([O:11][C:12]1[C:17]([CH3:18])=[CH:16][C:15]([CH2:19][CH2:20][C:21](=[O:37])[C:22]2[S:23][C:24]([C:27]3[CH:32]=[CH:31][C:30]([C:33]([F:36])([F:35])[F:34])=[CH:29][CH:28]=3)=[CH:25][CH:26]=2)=[CH:14][C:13]=1[CH3:38])([CH3:10])[C:7]([O-:9])=[O:8])(C)(C)C.FC(F)(F)C(O)=O.